Dataset: Catalyst prediction with 721,799 reactions and 888 catalyst types from USPTO. Task: Predict which catalyst facilitates the given reaction. (1) Reactant: [CH3:1][C:2]([C:5]1[CH:6]=[CH:7][C:8]([NH2:11])=[N:9][CH:10]=1)=[CH:3][CH3:4]. Product: [CH:2]([C:5]1[CH:6]=[CH:7][C:8]([NH2:11])=[N:9][CH:10]=1)([CH2:3][CH3:4])[CH3:1]. The catalyst class is: 29. (2) Reactant: [C:1]([O:5][C:6]([N:8]1[C:16]2[C:11](=[CH:12][C:13]([OH:17])=[CH:14][CH:15]=2)[CH:10]=[C:9]1[C:18]1[CH:26]=[CH:25][CH:24]=[C:23]2[C:19]=1[C:20](=[O:27])[NH:21][CH2:22]2)=[O:7])([CH3:4])([CH3:3])[CH3:2].C([O-])([O-])=O.[Cs+].[Cs+].Cl.Cl[CH2:36][CH2:37][N:38]1[CH2:43][CH2:42][CH2:41][CH2:40][CH2:39]1. Product: [C:1]([O:5][C:6]([N:8]1[C:16]2[C:11](=[CH:12][C:13]([O:17][CH2:36][CH2:37][N:38]3[CH2:43][CH2:42][CH2:41][CH2:40][CH2:39]3)=[CH:14][CH:15]=2)[CH:10]=[C:9]1[C:18]1[CH:26]=[CH:25][CH:24]=[C:23]2[C:19]=1[C:20](=[O:27])[NH:21][CH2:22]2)=[O:7])([CH3:4])([CH3:2])[CH3:3]. The catalyst class is: 18. (3) Reactant: C(N(CC)CC)C.[CH:8]([C:10]1[C:18]2[C:13](=[CH:14][CH:15]=[CH:16][CH:17]=2)[N:12](C(OC(C)(C)C)=O)[CH:11]=1)=[O:9].[CH:26](=[N:33][C:34]1[CH:35]=[N:36][CH:37]=[C:38]([O:40][CH2:41][CH3:42])[CH:39]=1)[C:27]1[CH:32]=[CH:31][CH:30]=[CH:29][CH:28]=1. Product: [CH2:41]([O:40][C:38]1[CH:39]=[C:34]([NH:33][CH:26]([C:27]2[CH:32]=[CH:31][CH:30]=[CH:29][CH:28]=2)[C:8]([C:10]2[C:18]3[C:13](=[CH:14][CH:15]=[CH:16][CH:17]=3)[NH:12][CH:11]=2)=[O:9])[CH:35]=[N:36][CH:37]=1)[CH3:42]. The catalyst class is: 433. (4) Reactant: [NH2:1][C:2]1[CH:7]=[CH:6][C:5]([C:8]([C:10]2[CH:18]=[CH:17][CH:16]=[CH:15][C:11]=2[C:12]([O-:14])=[O:13])=O)=[CH:4][C:3]=1[N+:19]([O-:21])=[O:20].[BH4-].[Na+]. Product: [NH2:1][C:2]1[CH:7]=[CH:6][C:5]([CH:8]2[C:10]3[CH:18]=[CH:17][CH:16]=[CH:15][C:11]=3[C:12](=[O:14])[O:13]2)=[CH:4][C:3]=1[N+:19]([O-:21])=[O:20]. The catalyst class is: 36.